The task is: Predict which catalyst facilitates the given reaction.. This data is from Catalyst prediction with 721,799 reactions and 888 catalyst types from USPTO. Reactant: [NH2:1][C@@H:2]([C:8]([OH:10])=[O:9])[CH2:3][CH2:4][C:5]([OH:7])=O.[OH-].[Na+].[N:13]1[CH:18]=[CH:17][CH:16]=[C:15]([CH:19]=O)[CH:14]=1.[BH4-].[Na+]. Product: [O:7]=[C:5]1[N:1]([CH2:19][C:15]2[CH:14]=[N:13][CH:18]=[CH:17][CH:16]=2)[C@H:2]([C:8]([OH:10])=[O:9])[CH2:3][CH2:4]1. The catalyst class is: 8.